This data is from Forward reaction prediction with 1.9M reactions from USPTO patents (1976-2016). The task is: Predict the product of the given reaction. (1) Given the reactants [H-].[Al+3].[Li+].[H-].[H-].[H-].[CH3:7][O:8][C:9]1[C:10]([CH2:19][CH2:20][C:21]2[CH:25]=[CH:24][S:23][CH:22]=2)=[C:11]([CH2:15][C:16](O)=[O:17])[CH:12]=[CH:13][CH:14]=1.S(=O)(=O)(O)O, predict the reaction product. The product is: [CH3:7][O:8][C:9]1[C:10]([CH2:19][CH2:20][C:21]2[CH:25]=[CH:24][S:23][CH:22]=2)=[C:11]([CH2:15][CH2:16][OH:17])[CH:12]=[CH:13][CH:14]=1. (2) Given the reactants [CH2:1]([O:8][CH2:9][CH2:10][NH2:11])[C:2]1[CH:7]=[CH:6][CH:5]=[CH:4][CH:3]=1.[CH:12](=O)[C:13]1[CH:18]=[CH:17][CH:16]=[CH:15][CH:14]=1.S([O-])([O-])(=O)=O.[Na+].[Na+], predict the reaction product. The product is: [CH2:12]([NH:11][CH2:10][CH2:9][O:8][CH2:1][C:2]1[CH:7]=[CH:6][CH:5]=[CH:4][CH:3]=1)[C:13]1[CH:18]=[CH:17][CH:16]=[CH:15][CH:14]=1. (3) Given the reactants [C:1]([O:5][C:6]([N:8]1[CH2:12][CH2:11][CH:10]([NH2:13])[CH2:9]1)=[O:7])([CH3:4])([CH3:3])[CH3:2].[C:14](OC(=O)C)(=[O:16])[CH3:15].C(N(CC)CC)C, predict the reaction product. The product is: [C:1]([O:5][C:6]([N:8]1[CH2:12][CH2:11][CH:10]([NH:13][C:14](=[O:16])[CH3:15])[CH2:9]1)=[O:7])([CH3:4])([CH3:2])[CH3:3].